The task is: Predict the product of the given reaction.. This data is from Forward reaction prediction with 1.9M reactions from USPTO patents (1976-2016). Given the reactants Cl.[Cl:2][C:3]1[CH:4]=[C:5]([C:15](=[O:17])[CH3:16])[CH:6]=[N:7][C:8]=1[N:9]1[CH2:14][CH2:13][NH:12][CH2:11][CH2:10]1.Cl[C:19]1[NH:23][C:22]2[CH:24]=[C:25]([C:28]([F:31])([F:30])[F:29])[CH:26]=[CH:27][C:21]=2[N:20]=1, predict the reaction product. The product is: [Cl:2][C:3]1[CH:4]=[C:5]([C:15](=[O:17])[CH3:16])[CH:6]=[N:7][C:8]=1[N:9]1[CH2:14][CH2:13][N:12]([C:19]2[NH:23][C:22]3[CH:24]=[C:25]([C:28]([F:31])([F:30])[F:29])[CH:26]=[CH:27][C:21]=3[N:20]=2)[CH2:11][CH2:10]1.